This data is from Forward reaction prediction with 1.9M reactions from USPTO patents (1976-2016). The task is: Predict the product of the given reaction. (1) Given the reactants [Br:1][C:2]1[C:3]([C:8]2[S:9][CH:10]=[CH:11][N:12]=2)=[C:4]([NH2:7])[S:5][CH:6]=1.[O:13]=[C:14]1[CH2:23][CH2:22][C:21]2[C:16](=[CH:17][CH:18]=[CH:19][N:20]=2)[N:15]1[CH2:24][C:25](O)=[O:26], predict the reaction product. The product is: [Br:1][C:2]1[C:3]([C:8]2[S:9][CH:10]=[CH:11][N:12]=2)=[C:4]([NH:7][C:25](=[O:26])[CH2:24][N:15]2[C:16]3[C:21](=[N:20][CH:19]=[CH:18][CH:17]=3)[CH2:22][CH2:23][C:14]2=[O:13])[S:5][CH:6]=1. (2) Given the reactants [N:1]([CH:4]1[CH2:9][CH2:8][N:7]([C:10]([O:12][C:13]([CH3:16])([CH3:15])[CH3:14])=[O:11])[CH2:6][CH:5]1[F:17])=[N+]=[N-], predict the reaction product. The product is: [C:13]([O:12][C:10]([N:7]1[CH2:8][CH2:9][CH:4]([NH2:1])[CH:5]([F:17])[CH2:6]1)=[O:11])([CH3:16])([CH3:14])[CH3:15]. (3) The product is: [CH2:1]([C:3]1[N:4]([C:28]2[CH:29]=[CH:30][C:31]([O:34][CH2:35][C:36]([O:39][CH3:42])([CH3:37])[CH3:38])=[CH:32][CH:33]=2)[C:5](=[O:27])[C:6]([CH2:12][C:13]2[CH:14]=[CH:15][C:16]([C:19]3[C:20]([C:25]#[N:26])=[CH:21][CH:22]=[CH:23][CH:24]=3)=[CH:17][CH:18]=2)=[C:7]([CH2:9][CH2:10][CH3:11])[N:8]=1)[CH3:2]. Given the reactants [CH2:1]([C:3]1[N:4]([C:28]2[CH:33]=[CH:32][C:31]([O:34][CH2:35][C:36]([OH:39])([CH3:38])[CH3:37])=[CH:30][CH:29]=2)[C:5](=[O:27])[C:6]([CH2:12][C:13]2[CH:18]=[CH:17][C:16]([C:19]3[C:20]([C:25]#[N:26])=[CH:21][CH:22]=[CH:23][CH:24]=3)=[CH:15][CH:14]=2)=[C:7]([CH2:9][CH2:10][CH3:11])[N:8]=1)[CH3:2].[H-].[Na+].[CH3:42]I, predict the reaction product. (4) Given the reactants FC(F)(F)C(O)=O.[CH3:8][N:9]1[CH2:13][CH2:12][C@@:11]([NH:34]C(=O)OC(C)(C)C)([CH2:14][C:15]#[C:16][C:17]2[N:22]=[C:21]([CH3:23])[CH:20]=[C:19]([C:24]3[CH:29]=[CH:28][C:27]([C:30]([F:33])([F:32])[F:31])=[CH:26][CH:25]=3)[N:18]=2)[C:10]1=[O:42], predict the reaction product. The product is: [NH2:34][C@@:11]1([CH2:14][C:15]#[C:16][C:17]2[N:22]=[C:21]([CH3:23])[CH:20]=[C:19]([C:24]3[CH:25]=[CH:26][C:27]([C:30]([F:33])([F:32])[F:31])=[CH:28][CH:29]=3)[N:18]=2)[CH2:12][CH2:13][N:9]([CH3:8])[C:10]1=[O:42]. (5) Given the reactants [C:1](Cl)(=[O:8])[C:2]1[CH:7]=[CH:6][CH:5]=[CH:4][CH:3]=1.[Cl:10][C:11]1[CH:12]=[CH:13][C:14]([O:33][CH2:34][C:35]2[CH:40]=[CH:39][CH:38]=[CH:37][CH:36]=2)=[C:15]([C:17]2[N:18]([C:23]3[CH:24]=[C:25]([S:29]([NH2:32])(=[O:31])=[O:30])[CH:26]=[CH:27][CH:28]=3)[C:19]([CH3:22])=[CH:20][CH:21]=2)[CH:16]=1.[CH2:41](N(CC)CC)C, predict the reaction product. The product is: [Cl:10][C:11]1[CH:12]=[CH:13][C:14]([O:33][CH2:34][C:35]2[CH:36]=[CH:37][CH:38]=[CH:39][CH:40]=2)=[C:15]([C:17]2[N:18]([C:23]3[CH:24]=[C:25]([S:29]([NH:32][C:1]([C:2]4[CH:7]=[CH:6][CH:5]=[CH:4][CH:3]=4)=[O:8])(=[O:31])=[O:30])[CH:26]=[CH:27][CH:28]=3)[C:19]([CH2:22][CH3:41])=[CH:20][CH:21]=2)[CH:16]=1.